From a dataset of Catalyst prediction with 721,799 reactions and 888 catalyst types from USPTO. Predict which catalyst facilitates the given reaction. (1) Reactant: [C:1]([O:5][C:6](=[O:26])[NH:7][CH:8]1[CH2:11][CH:10]([O:12][C:13]2[C:18]([C:19]3[CH2:20][CH2:21][O:22][CH2:23][CH:24]=3)=[CH:17][N:16]=[C:15](Cl)[N:14]=2)[CH2:9]1)([CH3:4])([CH3:3])[CH3:2]. Product: [C:1]([O:5][C:6](=[O:26])[NH:7][CH:8]1[CH2:9][CH:10]([O:12][C:13]2[C:18]([CH:19]3[CH2:24][CH2:23][O:22][CH2:21][CH2:20]3)=[CH:17][N:16]=[CH:15][N:14]=2)[CH2:11]1)([CH3:4])([CH3:2])[CH3:3]. The catalyst class is: 19. (2) Reactant: [Si:1]([O:18][CH2:19][C@@H:20]([NH:27][S:28]([CH3:31])(=[O:30])=[O:29])[CH2:21]CS([O-])(=O)=O)([C:14]([CH3:17])([CH3:16])[CH3:15])([C:8]1[CH:13]=[CH:12][CH:11]=[CH:10][CH:9]=1)[C:2]1[CH:7]=[CH:6][CH:5]=[CH:4][CH:3]=1.[Cl-:32].[Li+]. Product: [Si:1]([O:18][CH2:19][C@H:20]([NH:27][S:28]([CH3:31])(=[O:30])=[O:29])[CH2:21][Cl:32])([C:14]([CH3:17])([CH3:16])[CH3:15])([C:8]1[CH:13]=[CH:12][CH:11]=[CH:10][CH:9]=1)[C:2]1[CH:7]=[CH:6][CH:5]=[CH:4][CH:3]=1. The catalyst class is: 39. (3) Reactant: C1(P(C2C=CC=CC=2)C2C=CC=CC=2)C=CC=CC=1.N(C(OCC)=O)=NC(OCC)=O.[CH3:32][O:33][C:34](=[O:51])/[CH:35]=[CH:36]/[C:37]1[CH:42]=[CH:41][C:40]([CH2:43][N:44]2[CH2:48][CH2:47][CH2:46][C@@H:45]2[CH2:49]O)=[CH:39][CH:38]=1.C1(P([N:66]=[N+:67]=[N-:68])(C2C=CC=CC=2)=O)C=CC=CC=1. Product: [CH3:32][O:33][C:34](=[O:51])/[CH:35]=[CH:36]/[C:37]1[CH:42]=[CH:41][C:40]([CH2:43][N:44]2[CH2:48][CH2:47][CH2:46][C@@H:45]2[CH2:49][N:66]=[N+:67]=[N-:68])=[CH:39][CH:38]=1. The catalyst class is: 30. (4) Reactant: [CH2:1]([Li])CCC.[C:6]([Si:10]([CH3:22])([CH3:21])[O:11][C:12]1[CH:17]=[CH:16][C:15]([C:18](=O)[CH3:19])=[CH:14][CH:13]=1)([CH3:9])([CH3:8])[CH3:7]. Product: [C:6]([Si:10]([O:11][C:12]1[CH:17]=[CH:16][C:15]([C:18]([CH3:1])=[CH2:19])=[CH:14][CH:13]=1)([CH3:22])[CH3:21])([CH3:9])([CH3:8])[CH3:7]. The catalyst class is: 307.